This data is from Forward reaction prediction with 1.9M reactions from USPTO patents (1976-2016). The task is: Predict the product of the given reaction. (1) Given the reactants Br[C:2]1[CH:3]=[C:4]([CH2:10][NH:11][C:12]([C:14]2[CH:19]=[C:18]([CH3:20])[CH:17]=[C:16]([C:21]([NH:23][CH2:24][C:25]3[C:26]([NH:38][CH:39]4[CH2:44][CH2:43][O:42][CH2:41][CH2:40]4)=[C:27]4[CH:35]=[N:34][N:33]([CH2:36][CH3:37])[C:28]4=[N:29][C:30]=3[CH2:31][CH3:32])=[O:22])[CH:15]=2)=[O:13])[CH:5]=[CH:6][C:7]=1[O:8][CH3:9].[CH3:45][C@H:46]1[CH2:51][N:50]([CH2:52][C:53]2[CH:58]=[CH:57][CH:56]=[C:55](B3OC(C)(C)C(C)(C)O3)[CH:54]=2)[CH2:49][CH2:48][N:47]1C(OC(C)(C)C)=O.C(=O)([O-])[O-].[K+].[K+], predict the reaction product. The product is: [CH2:36]([N:33]1[C:28]2=[N:29][C:30]([CH2:31][CH3:32])=[C:25]([CH2:24][NH:23][C:21]([C:16]3[CH:17]=[C:18]([CH3:20])[CH:19]=[C:14]([C:12]([NH:11][CH2:10][C:4]4[CH:3]=[C:2]([C:55]5[CH:56]=[CH:57][CH:58]=[C:53]([CH2:52][N:50]6[CH2:49][CH2:48][NH:47][C@@H:46]([CH3:45])[CH2:51]6)[CH:54]=5)[C:7]([O:8][CH3:9])=[CH:6][CH:5]=4)=[O:13])[CH:15]=3)=[O:22])[C:26]([NH:38][CH:39]3[CH2:44][CH2:43][O:42][CH2:41][CH2:40]3)=[C:27]2[CH:35]=[N:34]1)[CH3:37]. (2) The product is: [F:1][C:2]1[CH:3]=[C:4]([CH:7]=[CH:8][CH:9]=1)[CH2:5][O:6][C:17]1[CH:26]=[CH:25][C:24]2[C:23](=[O:27])[NH:22][CH2:21][CH2:20][C:19]=2[N:18]=1. Given the reactants [F:1][C:2]1[CH:3]=[C:4]([CH:7]=[CH:8][CH:9]=1)[CH2:5][OH:6].CC([O-])(C)C.[K+].Cl[C:17]1[CH:26]=[CH:25][C:24]2[C:23](=[O:27])[NH:22][CH2:21][CH2:20][C:19]=2[N:18]=1, predict the reaction product. (3) The product is: [CH2:9]([NH:16][C:17]1[CH:26]=[CH:25][C:20]([C:1]([NH2:3])=[O:2])=[C:19]([O:27][CH3:28])[CH:18]=1)[C:10]1[CH:11]=[CH:12][CH:13]=[CH:14][CH:15]=1. Given the reactants [CH:1]([NH2:3])=[O:2].C[O-].[Na+].CO.[CH2:9]([NH:16][C:17]1[CH:26]=[CH:25][C:20](C(OC)=O)=[C:19]([O:27][CH3:28])[CH:18]=1)[C:10]1[CH:15]=[CH:14][CH:13]=[CH:12][CH:11]=1.Cl, predict the reaction product. (4) Given the reactants [NH2:1][C:2]1[N:6]([C:7]2[CH:12]=[CH:11][CH:10]=[CH:9][CH:8]=2)[N:5]=[CH:4][C:3]=1[C:13]#[N:14].C(N(CC)CC)C.[C:22](Cl)(=[O:31])[C:23]1[CH:28]=[CH:27][CH:26]=[C:25]([O:29][CH3:30])[CH:24]=1, predict the reaction product. The product is: [C:13]([C:3]1[CH:4]=[N:5][N:6]([C:7]2[CH:12]=[CH:11][CH:10]=[CH:9][CH:8]=2)[C:2]=1[NH:1][C:22](=[O:31])[C:23]1[CH:28]=[CH:27][CH:26]=[C:25]([O:29][CH3:30])[CH:24]=1)#[N:14]. (5) Given the reactants CN(C(ON1N=NC2C=CC=NC1=2)=[N+](C)C)C.F[P-](F)(F)(F)(F)F.[CH3:25][O:26][C:27]1[N:32]=[C:31]([N:33]2[CH2:38][CH2:37][NH:36][CH2:35][CH2:34]2)[CH:30]=[CH:29][CH:28]=1.[Cl:39][C:40]1[C:41]([C:50]([F:53])([F:52])[F:51])=[N:42][N:43]([CH2:46][C:47](O)=[O:48])[C:44]=1[CH3:45], predict the reaction product. The product is: [Cl:39][C:40]1[C:41]([C:50]([F:52])([F:51])[F:53])=[N:42][N:43]([CH2:46][C:47]([N:36]2[CH2:37][CH2:38][N:33]([C:31]3[CH:30]=[CH:29][CH:28]=[C:27]([O:26][CH3:25])[N:32]=3)[CH2:34][CH2:35]2)=[O:48])[C:44]=1[CH3:45]. (6) Given the reactants Cl.[NH2:2][CH:3]([C:5]1[CH:10]=[CH:9][N:8]=[C:7]([NH:11][C:12](=[O:16])[CH:13]([CH3:15])[CH3:14])[CH:6]=1)[CH3:4].Cl[C:18](OC1C=CC([N+]([O-])=O)=CC=1)=[O:19].C(N(CC)CC)C.Cl.[F:38][C:39]([F:51])([F:50])[C:40]1[CH:41]=[C:42]2[C:47](=[CH:48][CH:49]=1)[CH2:46][NH:45][CH2:44][CH2:43]2.C1CCN2C(=NCCC2)CC1, predict the reaction product. The product is: [C:12]([NH:11][C:7]1[CH:6]=[C:5]([CH:3]([NH:2][C:18]([N:45]2[CH2:44][CH2:43][C:42]3[C:47](=[CH:48][CH:49]=[C:40]([C:39]([F:38])([F:50])[F:51])[CH:41]=3)[CH2:46]2)=[O:19])[CH3:4])[CH:10]=[CH:9][N:8]=1)(=[O:16])[CH:13]([CH3:15])[CH3:14].